From a dataset of Full USPTO retrosynthesis dataset with 1.9M reactions from patents (1976-2016). Predict the reactants needed to synthesize the given product. (1) Given the product [F:1][C:2]1[CH:3]=[C:4]([NH:5][C:38](=[O:39])[CH2:37][C:36]([NH:35][C:30]2[CH:31]=[CH:32][CH:33]=[CH:34][C:29]=2[O:28][CH3:27])=[O:41])[CH:6]=[CH:7][C:8]=1[O:9][C:10]1[CH:15]=[CH:14][N:13]=[C:12]2[CH:16]=[C:17]([C:19]3[N:20]=[CH:21][N:22]([CH2:24][O:25][CH3:26])[CH:23]=3)[S:18][C:11]=12, predict the reactants needed to synthesize it. The reactants are: [F:1][C:2]1[CH:3]=[C:4]([CH:6]=[CH:7][C:8]=1[O:9][C:10]1[CH:15]=[CH:14][N:13]=[C:12]2[CH:16]=[C:17]([C:19]3[N:20]=[CH:21][N:22]([CH2:24][O:25][CH3:26])[CH:23]=3)[S:18][C:11]=12)[NH2:5].[CH3:27][O:28][C:29]1[CH:34]=[CH:33][CH:32]=[CH:31][C:30]=1[NH:35][C:36](=[O:41])[CH2:37][C:38](O)=[O:39].C1C=CC2N(O)N=NC=2C=1.C(Cl)CCl. (2) Given the product [F:16][C:17]([F:26])([C:20]1[CH:21]=[CH:22][CH:23]=[CH:24][CH:25]=1)[CH2:18][NH:19][C:2]1[C:3](=[O:15])[N:4]([CH2:9][C:10]([O:12][CH2:13][CH3:14])=[O:11])[C:5]([CH3:8])=[CH:6][N:7]=1, predict the reactants needed to synthesize it. The reactants are: Br[C:2]1[C:3](=[O:15])[N:4]([CH2:9][C:10]([O:12][CH2:13][CH3:14])=[O:11])[C:5]([CH3:8])=[CH:6][N:7]=1.[F:16][C:17]([F:26])([C:20]1[CH:25]=[CH:24][CH:23]=[CH:22][CH:21]=1)[CH2:18][NH2:19].C(OCC)(=O)C.